From a dataset of Full USPTO retrosynthesis dataset with 1.9M reactions from patents (1976-2016). Predict the reactants needed to synthesize the given product. (1) Given the product [Si:26]([O:29][CH:30]([C:32]1[N:36]=[CH:35][N:34]([C:2]2[CH:10]=[C:9]3[C:5]([C:6]([CH3:21])([CH3:20])[C:7](=[O:19])[N:8]3[CH2:11][O:12][CH2:13][CH2:14][Si:15]([CH3:18])([CH3:17])[CH3:16])=[CH:4][CH:3]=2)[CH:33]=1)[CH3:31])([C:22]([CH3:23])([CH3:24])[CH3:25])([CH3:27])[CH3:28], predict the reactants needed to synthesize it. The reactants are: Br[C:2]1[CH:10]=[C:9]2[C:5]([C:6]([CH3:21])([CH3:20])[C:7](=[O:19])[N:8]2[CH2:11][O:12][CH2:13][CH2:14][Si:15]([CH3:18])([CH3:17])[CH3:16])=[CH:4][CH:3]=1.[C:22]([Si:26]([O:29][CH:30]([C:32]1[NH:36][CH:35]=[N:34][CH:33]=1)[CH3:31])([CH3:28])[CH3:27])([CH3:25])([CH3:24])[CH3:23]. (2) Given the product [F:1][C:2]1[CH:28]=[C:27]([F:29])[CH:26]=[CH:25][C:3]=1[O:4][C:5]1[CH:10]=[CH:9][C:8]([N:11]([CH:38]2[CH2:39][O:36][CH2:37]2)[S:12]([CH3:15])(=[O:13])=[O:14])=[CH:7][C:6]=1[C:16]1[CH:21]=[C:20]([CH3:22])[C:19](=[O:23])[N:18]([CH3:24])[CH:17]=1, predict the reactants needed to synthesize it. The reactants are: [F:1][C:2]1[CH:28]=[C:27]([F:29])[CH:26]=[CH:25][C:3]=1[O:4][C:5]1[CH:10]=[CH:9][C:8]([NH:11][S:12]([CH3:15])(=[O:14])=[O:13])=[CH:7][C:6]=1[C:16]1[CH:21]=[C:20]([CH3:22])[C:19](=[O:23])[N:18]([CH3:24])[CH:17]=1.C([O-])([O-])=O.[Cs+].[Cs+].[O:36]1[CH2:39][CH:38](OS(C2C=CC(C)=CC=2)(=O)=O)[CH2:37]1. (3) Given the product [CH3:3][C:2](=[N:5][NH:6][C:7]([O:9][C:10]([CH3:13])([CH3:12])[CH3:11])=[O:8])[CH3:4], predict the reactants needed to synthesize it. The reactants are: Cl.[CH:2]([NH:5][NH2:6])([CH3:4])[CH3:3].[C:7](NN)([O:9][C:10]([CH3:13])([CH3:12])[CH3:11])=[O:8].S([O-])([O-])(=O)=O.[Mg+2]. (4) Given the product [C:16]([N:7]1[C:8]2[C:4](=[CH:3][C:2]([Br:1])=[CH:10][CH:9]=2)[CH:5]=[N:6]1)([O:15][C:12]([CH3:14])([CH3:13])[CH3:11])=[O:17], predict the reactants needed to synthesize it. The reactants are: [Br:1][C:2]1[CH:3]=[C:4]2[C:8](=[CH:9][CH:10]=1)[NH:7][N:6]=[CH:5]2.[CH3:11][C:12]([O:15][C:16](O[C:16]([O:15][C:12]([CH3:14])([CH3:13])[CH3:11])=[O:17])=[O:17])([CH3:14])[CH3:13]. (5) The reactants are: Br[C:2]1[C:10]2[O:11][CH2:12][CH2:13][C:9]=2[C:8]2[C@H:7]([CH2:14][C:15]([O:17][CH2:18][CH3:19])=[O:16])[CH2:6][CH2:5][C:4]=2[C:3]=1Br.C([O-])(=O)C.[Na+]. Given the product [CH2:13]1[CH2:12][O:11][C:10]2[CH:2]=[CH:3][C:4]3[CH2:5][CH2:6][C@@H:7]([CH2:14][C:15]([O:17][CH2:18][CH3:19])=[O:16])[C:8]=3[C:9]1=2, predict the reactants needed to synthesize it. (6) The reactants are: [CH2:1]([N:8]1[CH2:13][CH2:12][C:11]([C:20]#[N:21])([C:14]2[CH:19]=[CH:18][CH:17]=[CH:16][CH:15]=2)[CH2:10][CH2:9]1)[C:2]1[CH:7]=[CH:6][CH:5]=[CH:4][CH:3]=1.Cl.S(=O)(=O)(O)[OH:24].C(O)(=O)C. Given the product [CH2:1]([N:8]1[CH2:9][CH2:10][C:11]([C:14]2[CH:19]=[CH:18][CH:17]=[CH:16][CH:15]=2)([C:20]([NH2:21])=[O:24])[CH2:12][CH2:13]1)[C:2]1[CH:3]=[CH:4][CH:5]=[CH:6][CH:7]=1, predict the reactants needed to synthesize it.